From a dataset of Full USPTO retrosynthesis dataset with 1.9M reactions from patents (1976-2016). Predict the reactants needed to synthesize the given product. (1) Given the product [NH2:28][C:29]1[N:30]=[CH:31][C:32]([C:33]([N:1]2[CH2:6][CH2:5][O:4][CH2:3][CH2:2]2)=[O:34])=[CH:36][CH:37]=1, predict the reactants needed to synthesize it. The reactants are: [NH:1]1[CH2:6][CH2:5][O:4][CH2:3][CH2:2]1.CCN=C=NCCCN(C)C.C1C=CC2N(O)N=NC=2C=1.[NH2:28][C:29]1[CH:37]=[CH:36][C:32]([C:33](O)=[O:34])=[CH:31][N:30]=1. (2) Given the product [C:1]([O:5][C:6]([N:8]1[CH2:13][CH2:12][C@H:11]([NH2:14])[C@H:10]([OH:25])[CH2:9]1)=[O:7])([CH3:4])([CH3:2])[CH3:3], predict the reactants needed to synthesize it. The reactants are: [C:1]([O:5][C:6]([N:8]1[CH2:13][CH2:12][C@H:11]([NH:14]C(OCC2C=CC=CC=2)=O)[C@H:10]([OH:25])[CH2:9]1)=[O:7])([CH3:4])([CH3:3])[CH3:2].[H][H]. (3) Given the product [C:33]1([C:39]2[CH:44]=[C:43]([C:45]3[CH:50]=[CH:49][CH:48]=[CH:47][CH:46]=3)[N:42]=[C:41]([NH:51][C:13](=[O:15])[CH2:12][CH2:11][C:10]([C:7]3[CH:6]=[CH:5][C:4]([O:3][CH2:1][CH3:2])=[CH:9][CH:8]=3)=[O:18])[CH:40]=2)[CH:38]=[CH:37][CH:36]=[CH:35][CH:34]=1, predict the reactants needed to synthesize it. The reactants are: [CH2:1]([O:3][C:4]1[CH:9]=[CH:8][C:7]([C:10]([O:18]C)(OC)[CH2:11][CH2:12][C:13]([O-:15])=O)=[CH:6][CH:5]=1)[CH3:2].[K+].ClC1C=C(Cl)C=C(Cl)C=1C(Cl)=O.[C:33]1([C:39]2[CH:44]=[C:43]([C:45]3[CH:50]=[CH:49][CH:48]=[CH:47][CH:46]=3)[N:42]=[C:41]([NH2:51])[CH:40]=2)[CH:38]=[CH:37][CH:36]=[CH:35][CH:34]=1.Cl. (4) Given the product [Cl:1][C:2]1[C:3]([NH:13][C@H:14]2[CH2:19][CH2:18][C@H:17]([N:20]3[CH2:25][CH2:23][CH2:22][CH2:21]3)[CH2:16][CH2:15]2)=[CH:4][C:5]([O:11][CH3:12])=[C:6]([CH:10]=1)[C:7]#[N:9], predict the reactants needed to synthesize it. The reactants are: [Cl:1][C:2]1[C:3]([NH:13][C@H:14]2[CH2:19][CH2:18][C@H:17]([NH:20][CH2:21][CH2:22][CH3:23])[CH2:16][CH2:15]2)=[CH:4][C:5]([O:11][CH3:12])=[C:6]([CH:10]=1)[C:7]([NH2:9])=O.Br[CH2:25]CCCBr.C(=O)([O-])[O-].[K+].[K+].[OH-].[Na+]. (5) Given the product [C:1]([C:5]1[NH:6][C:7]2[C:12]([CH:13]=1)=[CH:11][C:10]([NH:14][C:26]([C:23]1([C:20]3[CH:19]=[CH:18][C:17]([O:16][CH3:15])=[CH:22][CH:21]=3)[CH2:25][CH2:24]1)=[O:27])=[CH:9][CH:8]=2)([CH3:4])([CH3:2])[CH3:3], predict the reactants needed to synthesize it. The reactants are: [C:1]([C:5]1[NH:6][C:7]2[C:12]([CH:13]=1)=[CH:11][C:10]([NH2:14])=[CH:9][CH:8]=2)([CH3:4])([CH3:3])[CH3:2].[CH3:15][O:16][C:17]1[CH:22]=[CH:21][C:20]([C:23]2([C:26](O)=[O:27])[CH2:25][CH2:24]2)=[CH:19][CH:18]=1.C(N(CC)CC)C.